This data is from Forward reaction prediction with 1.9M reactions from USPTO patents (1976-2016). The task is: Predict the product of the given reaction. (1) Given the reactants [C:1]([N:8]1[CH2:11][CH:10]([OH:12])[CH2:9]1)([O:3][C:4]([CH3:7])([CH3:6])[CH3:5])=[O:2].[H-].[Na+].[Cl-].Cl[CH2:17][C:18]1[S:19][CH:20]=[CH:21][NH+:22]=1, predict the reaction product. The product is: [S:19]1[CH:20]=[CH:21][N:22]=[C:18]1[CH2:17][O:12][CH:10]1[CH2:11][N:8]([C:1]([O:3][C:4]([CH3:7])([CH3:6])[CH3:5])=[O:2])[CH2:9]1. (2) Given the reactants Br[C:2]1[CH:7]=[CH:6][C:5]([N:8]([C:15]2[CH:20]=[CH:19][CH:18]=[CH:17][CH:16]=2)[C:9]2[CH:14]=[CH:13][CH:12]=[CH:11][CH:10]=2)=[CH:4][CH:3]=1.[CH3:21][O:22][C:23]1[CH:29]=[CH:28][C:26]([NH2:27])=[CH:25][CH:24]=1.CC(C)([O-])C.[Na+], predict the reaction product. The product is: [CH3:21][O:22][C:23]1[CH:29]=[CH:28][C:26]([NH:27][C:2]2[CH:7]=[CH:6][C:5]([N:8]([C:15]3[CH:20]=[CH:19][CH:18]=[CH:17][CH:16]=3)[C:9]3[CH:14]=[CH:13][CH:12]=[CH:11][CH:10]=3)=[CH:4][CH:3]=2)=[CH:25][CH:24]=1.